Dataset: Peptide-MHC class I binding affinity with 185,985 pairs from IEDB/IMGT. Task: Regression. Given a peptide amino acid sequence and an MHC pseudo amino acid sequence, predict their binding affinity value. This is MHC class I binding data. (1) The peptide sequence is YQSFLFWFL. The MHC is HLA-A02:01 with pseudo-sequence HLA-A02:01. The binding affinity (normalized) is 1.00. (2) The MHC is HLA-B27:05 with pseudo-sequence HLA-B27:05. The peptide sequence is AMYYRRTER. The binding affinity (normalized) is 0.0847. (3) The peptide sequence is ITSQDVLHSW. The binding affinity (normalized) is 0.748. The MHC is HLA-B57:01 with pseudo-sequence HLA-B57:01. (4) The peptide sequence is FSAVGNICY. The MHC is HLA-A01:01 with pseudo-sequence HLA-A01:01. The binding affinity (normalized) is 1.00. (5) The peptide sequence is SSMTIREFPR. The MHC is Patr-A0101 with pseudo-sequence Patr-A0101. The binding affinity (normalized) is 0.271. (6) The peptide sequence is VETVSLAGSY. The MHC is HLA-B44:02 with pseudo-sequence HLA-B44:02. The binding affinity (normalized) is 0.254. (7) The peptide sequence is DIICEDAMY. The MHC is HLA-A33:01 with pseudo-sequence HLA-A33:01. The binding affinity (normalized) is 0.0840. (8) The peptide sequence is AALDLSHFL. The MHC is HLA-B15:01 with pseudo-sequence HLA-B15:01. The binding affinity (normalized) is 0.0567.